Dataset: Full USPTO retrosynthesis dataset with 1.9M reactions from patents (1976-2016). Task: Predict the reactants needed to synthesize the given product. (1) Given the product [ClH:1].[ClH:1].[F:8][C:9]1[CH:39]=[CH:38][C:12]2[N:13]([C@@H:22]3[CH2:26][CH2:25][N:24]([CH2:27][CH2:28][C:29]4[CH:30]=[CH:31][C:32]([N:35]([CH3:36])[CH3:37])=[CH:33][CH:34]=4)[CH2:23]3)[C:14]3[CH:21]=[CH:20][CH:19]=[CH:18][C:15]=3[O:16][CH2:17][C:11]=2[CH:10]=1, predict the reactants needed to synthesize it. The reactants are: [ClH:1].C(OCC)(=O)C.[F:8][C:9]1[CH:39]=[CH:38][C:12]2[N:13]([C@@H:22]3[CH2:26][CH2:25][N:24]([CH2:27][CH2:28][C:29]4[CH:34]=[CH:33][C:32]([N:35]([CH3:37])[CH3:36])=[CH:31][CH:30]=4)[CH2:23]3)[C:14]3[CH:21]=[CH:20][CH:19]=[CH:18][C:15]=3[O:16][CH2:17][C:11]=2[CH:10]=1. (2) Given the product [Br:18][CH2:1][C:2]1[N:3]=[CH:4][C:5]([C:6]([OH:8])=[O:7])=[CH:9][CH:10]=1, predict the reactants needed to synthesize it. The reactants are: [CH3:1][C:2]1[CH:10]=[CH:9][C:5]([C:6]([OH:8])=[O:7])=[CH:4][N:3]=1.C1C(=O)N([Br:18])C(=O)C1.C(OOC(=O)C1C=CC=CC=1)(=O)C1C=CC=CC=1. (3) Given the product [ClH:29].[CH:1]1([N:4]2[C:13]3[C:8](=[CH:9][C:10]([F:24])=[C:11]([N:15]4[CH2:20][CH2:19][CH:18]([NH2:21])[C:17]([CH3:22])([CH3:23])[CH2:16]4)[C:12]=3[CH3:14])[C:7](=[O:25])[C:6]([C:26]([OH:28])=[O:27])=[CH:5]2)[CH2:3][CH2:2]1, predict the reactants needed to synthesize it. The reactants are: [CH:1]1([N:4]2[C:13]3[C:8](=[CH:9][C:10]([F:24])=[C:11]([N:15]4[CH2:20][CH2:19][CH:18]([NH2:21])[C:17]([CH3:23])([CH3:22])[CH2:16]4)[C:12]=3[CH3:14])[C:7](=[O:25])[C:6]([C:26]([OH:28])=[O:27])=[CH:5]2)[CH2:3][CH2:2]1.[ClH:29].CCOCC. (4) Given the product [NH2:8][C:9]1[S:13][C:12]([C:14]2[C:15]([F:21])=[CH:16][CH:17]=[CH:18][C:19]=2[F:20])=[N:11][C:10]=1[C:22]([NH:24][C:25]1[CH:26]=[N:27][N:28]([CH3:45])[C:29]=1[N:30]1[CH2:35][C@@H:34]([F:36])[CH2:33][C@@H:32]([NH2:37])[CH2:31]1)=[O:23], predict the reactants needed to synthesize it. The reactants are: C(OC([NH:8][C:9]1[S:13][C:12]([C:14]2[C:19]([F:20])=[CH:18][CH:17]=[CH:16][C:15]=2[F:21])=[N:11][C:10]=1[C:22]([NH:24][C:25]1[CH:26]=[N:27][N:28]([CH3:45])[C:29]=1[N:30]1[CH2:35][C@@H:34]([F:36])[CH2:33][C@@H:32]([NH:37]C(=O)OC(C)(C)C)[CH2:31]1)=[O:23])=O)(C)(C)C.N. (5) Given the product [C:1]([O:5][C:6]([N:8]1[CH2:9][CH2:10][CH:11]([O:14][C:15]2[C:20]([CH3:21])=[CH:19][C:18]([N+:22]([O-:24])=[O:23])=[CH:17][C:16]=2[C:25]([OH:27])=[O:26])[CH2:12][CH2:13]1)=[O:7])([CH3:4])([CH3:2])[CH3:3], predict the reactants needed to synthesize it. The reactants are: [C:1]([O:5][C:6]([N:8]1[CH2:13][CH2:12][CH:11]([O:14][C:15]2[C:20]([CH3:21])=[CH:19][C:18]([N+:22]([O-:24])=[O:23])=[CH:17][C:16]=2[C:25]([O:27]C)=[O:26])[CH2:10][CH2:9]1)=[O:7])([CH3:4])([CH3:3])[CH3:2].CCCCCC. (6) Given the product [C:9]([N:38]1[CH2:39][CH2:40][CH:36]([S:35][C:16]([C:23]2[CH:24]=[CH:25][CH:26]=[CH:27][CH:28]=2)([C:29]2[CH:34]=[CH:33][CH:32]=[CH:31][CH:30]=2)[C:17]2[CH:18]=[CH:19][CH:20]=[CH:21][CH:22]=2)[CH:37]1[C:41]([OH:43])=[O:42])([O:11][C:12]([CH3:13])([CH3:14])[CH3:15])=[O:10], predict the reactants needed to synthesize it. The reactants are: [C:9](O[C:9]([O:11][C:12]([CH3:15])([CH3:14])[CH3:13])=[O:10])([O:11][C:12]([CH3:15])([CH3:14])[CH3:13])=[O:10].[C:16]([S:35][CH:36]1[CH2:40][CH2:39][NH:38][CH:37]1[C:41]([OH:43])=[O:42])([C:29]1[CH:34]=[CH:33][CH:32]=[CH:31][CH:30]=1)([C:23]1[CH:28]=[CH:27][CH:26]=[CH:25][CH:24]=1)[C:17]1[CH:22]=[CH:21][CH:20]=[CH:19][CH:18]=1.C(N(CC)CC)C.